This data is from NCI-60 drug combinations with 297,098 pairs across 59 cell lines. The task is: Regression. Given two drug SMILES strings and cell line genomic features, predict the synergy score measuring deviation from expected non-interaction effect. (1) Drug 1: CCC1=CC2CC(C3=C(CN(C2)C1)C4=CC=CC=C4N3)(C5=C(C=C6C(=C5)C78CCN9C7C(C=CC9)(C(C(C8N6C)(C(=O)OC)O)OC(=O)C)CC)OC)C(=O)OC.C(C(C(=O)O)O)(C(=O)O)O. Drug 2: C(CC(=O)O)C(=O)CN.Cl. Cell line: SN12C. Synergy scores: CSS=35.1, Synergy_ZIP=-5.51, Synergy_Bliss=-3.20, Synergy_Loewe=-34.7, Synergy_HSA=-1.91. (2) Drug 1: C1C(C(OC1N2C=NC3=C(N=C(N=C32)Cl)N)CO)O. Drug 2: C1=NNC2=C1C(=O)NC=N2. Cell line: NCI/ADR-RES. Synergy scores: CSS=48.9, Synergy_ZIP=-1.76, Synergy_Bliss=-2.21, Synergy_Loewe=-19.9, Synergy_HSA=-1.51.